From a dataset of Experimentally validated miRNA-target interactions with 360,000+ pairs, plus equal number of negative samples. Binary Classification. Given a miRNA mature sequence and a target amino acid sequence, predict their likelihood of interaction. (1) The miRNA is hsa-miR-1911-3p with sequence CACCAGGCAUUGUGGUCUCC. The protein sequence of the target gene is MAPQQTGSRKRKASEVEQGAGTSSLPGRAAAAAGTGQADGPLLLAKRPRRPVARRSLVHYLKGRALGADGHPGVAGFEGDLRSYGVLRLPELLRERQLTLGPLNKVFASQWLNARQVVCGTKCNTLFVVDVQTGRITRIPLMRDRGPGQTRAQPTCGIHAIQLNPSKTLLATGGENPNSLAVYQLPTLDPVCLGDRQGHRDWIFAIAWMSDTVAVSGSRDGTVALWRVDSDMFNGSIPWHNNSGIPRYSHIRPRDMEAIPRATTNPGNRKVRALAFSGRNQELGAVSLDGYFHLWKARSS.... Result: 0 (no interaction). (2) The miRNA is hsa-miR-4797-3p with sequence UCUCAGUAAGUGGCACUCUGU. The protein sequence of the target gene is MATLACRVQFLDDTDPFNSTNFPEPSRPPLFTFREDLALGTQLAGVHRLLQAPHKLDDCTLQLSHNGAYLDLEATLAEQRDELEGFQDDAGRGKKHSIILRTQLSVRVHACIEKLYNSSGRDLRRALFSLKQIFQDDKDLVHEFVVAEGLTCLIKVGAEADQNYQNYILRALGQIMLYVDGMNGVINRNETIQWLYTLIGSKFRLVVKTALKLLLVFVEYSESNAPLLIQAVTAVDTKRGVKPWSNIMEILEEKDGVDTELLVYAMTLVNKTLSGLPDQDTFYDVVDCLEELGIAAVSQR.... Result: 0 (no interaction). (3) The miRNA is hsa-miR-510-5p with sequence UACUCAGGAGAGUGGCAAUCAC. The protein sequence of the target gene is MSTPSRFKKDKEIIAEYESQVKEIRAQLVEQQKCLEQQTEMRVQLLQDLQDFFRKKAEIETEYSRNLEKLAERFMAKTRSTKDHQQYKKDQNLLSPVNCWYLLLNQVRRESKDHATLSDIYLNNVIMRFMQISEDSTRMFKKSKEIAFQLHEDLMKVLNELYTVMKTYHMYHAESISAESKLKEAEKQEEKQIGRSGDPVFHIRLEERHQRRSSVKKIEKMKEKRQAKYSENKLKSIKARNEYLLTLEATNASVFKYYIHDLSDLIDCCDLGYHASLNRALRTYLSAEYNLETSRHEGLD.... Result: 1 (interaction). (4) The miRNA is hsa-miR-4747-5p with sequence AGGGAAGGAGGCUUGGUCUUAG. The protein sequence of the target gene is MSDTRRRVKVYTLNEDRQWDDRGTGHVSSTYVEELKGMSLLVRAESDGSLLLESKINPNTAYQKQQDTLIVWSEAENYDLALSFQEKAGCDEIWEKICQVQGKDPSVEVTQDLIDESEEERFEEMPETSHLIDLPACELSKLEEIADLVTSVLSSPIRREKLALALENEGYIKKLLQLFQACENLENTEGLHHLYEIIRGILFLNKATLFEVMFSDECIMDVVGCLEYDPALAQPKRHREFLTKTAKFKEVIPITDSELRQKIHQTYRVQYIQDIILPTPSVFEENFLSTLTSFIFFNKV.... Result: 0 (no interaction). (5) The miRNA is hsa-miR-383-3p with sequence ACAGCACUGCCUGGUCAGA. Result: 1 (interaction). The protein sequence of the target gene is MAKRPGPPGSREMGLLTFRDIAIEFSLAEWQCLDHAQQNLYRDVMLENYRNLVSLGIAVSKPDLITCLEQNKEPQNIKRNEMVAKHPVTCSHFTQDLQSEQGIKDSLQKVILRRYGKCGQEDLQVKKCCKSVGECEVHKGGYNYVNQCLSATQNKTFQTHKCVKVFGKFSNSNRHKTRHTGKKHFKCKNDGKSFCMLSRLNQHQIIHTREKSYKCEECGKSFNCSSTLTRHKRIHTGEKPYRCEECGKAFSWSASLTKHKRIHTGEKPYTCEERGKVFSRSTLTNYKRIHTGEKPYTCEE....